This data is from Forward reaction prediction with 1.9M reactions from USPTO patents (1976-2016). The task is: Predict the product of the given reaction. (1) Given the reactants CCCC[N+](CCCC)(CCCC)CCCC.[F-].[Cl:19][C:20]1[CH:25]=[CH:24][C:23]([C:26]2[CH:27]=[CH:28][C:29]([C:32]#[C:33][Si](C)(C)C)=[N:30][CH:31]=2)=[CH:22][CH:21]=1.O, predict the reaction product. The product is: [Cl:19][C:20]1[CH:21]=[CH:22][C:23]([C:26]2[CH:27]=[CH:28][C:29]([C:32]#[CH:33])=[N:30][CH:31]=2)=[CH:24][CH:25]=1. (2) Given the reactants C([O:3][C:4]([C:6]1[C:7]([C:12]2[CH:17]=[CH:16][CH:15]=[CH:14][CH:13]=2)=[N:8][CH:9]=[N:10][CH:11]=1)=[O:5])C.[OH-].[Na+], predict the reaction product. The product is: [C:12]1([C:7]2[C:6]([C:4]([OH:5])=[O:3])=[CH:11][N:10]=[CH:9][N:8]=2)[CH:13]=[CH:14][CH:15]=[CH:16][CH:17]=1. (3) Given the reactants [ClH:1].[P:2]([O-:57])([O-:56])([O:4][C:5](C(C)(C)C)(C(C)(C)C)[C:6]1[CH:11]=[C:10]([N:12](C(OC(C)(C)C)=O)[C:13]([NH2:22])=[N:14]C(OC(C)(C)C)=O)[CH:9]=[C:8]([N:30](C(OC(C)(C)C)=O)[C:31]([NH2:40])=[N:32]C(OC(C)(C)C)=O)[CH:7]=1)=[O:3], predict the reaction product. The product is: [ClH:1].[ClH:1].[NH:12]([C:10]1[CH:11]=[C:6]([CH:7]=[C:8]([NH:30][C:31]([NH2:40])=[NH:32])[CH:9]=1)[CH2:5][O:4][P:2](=[O:3])([OH:56])[OH:57])[C:13]([NH2:22])=[NH:14]. (4) Given the reactants [NH2:1][CH2:2][CH2:3][C:4]1[CH:5]=[C:6]([Sn:10]([CH3:13])([CH3:12])[CH3:11])[CH:7]=[CH:8][CH:9]=1.[CH3:14][S:15](Cl)(=[O:17])=[O:16], predict the reaction product. The product is: [CH3:14][S:15]([NH:1][CH2:2][CH2:3][C:4]1[CH:5]=[C:6]([Sn:10]([CH3:12])([CH3:11])[CH3:13])[CH:7]=[CH:8][CH:9]=1)(=[O:17])=[O:16]. (5) Given the reactants [CH:1]1([CH:7]([CH:9]2[CH2:14][CH2:13][C:12]([F:16])([F:15])[CH2:11][CH2:10]2)[OH:8])[CH2:6][CH2:5][CH2:4][CH2:3][CH2:2]1.CC(OI1(OC(C)=O)(OC(C)=O)OC(=O)C2C=CC=CC1=2)=O, predict the reaction product. The product is: [CH:1]1([C:7]([CH:9]2[CH2:14][CH2:13][C:12]([F:15])([F:16])[CH2:11][CH2:10]2)=[O:8])[CH2:6][CH2:5][CH2:4][CH2:3][CH2:2]1.